From a dataset of Forward reaction prediction with 1.9M reactions from USPTO patents (1976-2016). Predict the product of the given reaction. (1) Given the reactants [CH2:1]([C:8]1([OH:31])[CH2:13][CH2:12][N:11]([CH2:14][CH2:15][NH:16][C:17]([NH:19][C:20]2[C:29]3[C:24](=[CH:25][CH:26]=[CH:27][CH:28]=3)[N:23]=[C:22]([CH3:30])[CH:21]=2)=[O:18])[CH2:10][CH2:9]1)[C:2]1[CH:7]=[CH:6][CH:5]=[CH:4][CH:3]=1.[OH:32][S:33]([OH:36])(=[O:35])=[O:34], predict the reaction product. The product is: [S:33]([OH:36])([OH:35])(=[O:34])=[O:32].[CH2:1]([C:8]1([OH:31])[CH2:9][CH2:10][N:11]([CH2:14][CH2:15][NH:16][C:17]([NH:19][C:20]2[C:29]3[C:24](=[CH:25][CH:26]=[CH:27][CH:28]=3)[N:23]=[C:22]([CH3:30])[CH:21]=2)=[O:18])[CH2:12][CH2:13]1)[C:2]1[CH:7]=[CH:6][CH:5]=[CH:4][CH:3]=1. (2) Given the reactants [CH3:1][O:2][C:3]1[CH:13]=[CH:12][C:6](/[CH:7]=[CH:8]/[C:9]([OH:11])=O)=[CH:5][CH:4]=1.[CH3:14][N:15]([CH3:31])[CH:16]1[CH2:20][CH2:19][N:18]([C:21]2[S:22][C:23]3[CH:29]=[C:28]([NH2:30])[CH:27]=[CH:26][C:24]=3[N:25]=2)[CH2:17]1, predict the reaction product. The product is: [CH3:14][N:15]([CH3:31])[CH:16]1[CH2:20][CH2:19][N:18]([C:21]2[S:22][C:23]3[CH:29]=[C:28]([NH:30][C:9](=[O:11])[CH:8]=[CH:7][C:6]4[CH:5]=[CH:4][C:3]([O:2][CH3:1])=[CH:13][CH:12]=4)[CH:27]=[CH:26][C:24]=3[N:25]=2)[CH2:17]1. (3) Given the reactants [CH3:1][O:2][C:3]1[CH:4]=[C:5]2[C:10](=[CH:11][CH:12]=1)[CH:9]=[C:8]([OH:13])[CH:7]=[CH:6]2.[Cl-].[CH3:15][O:16][C:17]1[CH:29]=[CH:28][CH:27]=[CH:26][C:18]=1[CH:19]=[N+:20]1[CH2:25][CH2:24][O:23][CH2:22][CH2:21]1, predict the reaction product. The product is: [CH3:1][O:2][C:3]1[CH:4]=[C:5]2[C:10](=[CH:11][CH:12]=1)[C:9]([CH:19]([C:18]1[CH:26]=[CH:27][CH:28]=[CH:29][C:17]=1[O:16][CH3:15])[N:20]1[CH2:25][CH2:24][O:23][CH2:22][CH2:21]1)=[C:8]([OH:13])[CH:7]=[CH:6]2. (4) The product is: [CH2:21]([N:17]1[C:18]([CH2:19][CH3:20])=[C:14]([CH2:13][C:12]2[NH:8][CH:9]=[N:10][CH:11]=2)[C:15]([CH2:23][CH3:24])=[N:16]1)[CH3:22]. Given the reactants C([N:8]1[C:12]([CH2:13][C:14]2[C:15]([CH2:23][CH3:24])=[N:16][N:17]([CH2:21][CH3:22])[C:18]=2[CH2:19][CH3:20])=[CH:11][N:10]=[CH:9]1)C1C=CC=CC=1.[Na].N, predict the reaction product. (5) The product is: [OH:3][C:2]([C:4]([F:7])([F:6])[F:5])=[O:1].[OH:47][C:41]([C:43]([F:46])([F:45])[F:44])=[O:42].[CH2:8]([C:15]1[CH:19]=[C:18]([CH:20]2[CH2:25][CH2:24][NH:23][CH2:22][CH2:21]2)[NH:17][N:16]=1)[C:9]1[CH:14]=[CH:13][CH:12]=[CH:11][CH:10]=1. Given the reactants [OH:1][C:2]([C:4]([F:7])([F:6])[F:5])=[O:3].[CH2:8]([C:15]1[CH:19]=[C:18]([CH:20]2[CH2:25][CH2:24][N:23](C(OC(C)(C)C)=O)[CH2:22][CH2:21]2)[NH:17][N:16]=1)[C:9]1[CH:14]=[CH:13][CH:12]=[CH:11][CH:10]=1.C1(OC)C=CC=CC=1.[C:41]([OH:47])([C:43]([F:46])([F:45])[F:44])=[O:42], predict the reaction product.